Task: Predict which catalyst facilitates the given reaction.. Dataset: Catalyst prediction with 721,799 reactions and 888 catalyst types from USPTO (1) Product: [NH2:19][C:13]1[N:14]=[CH:15][CH:16]=[C:17]2[C:12]=1[CH:11]=[N:10][C:9]([NH:8][C:6](=[O:7])[CH:5]([OH:4])[C:30]1[C:31](=[O:47])[N:32]([C:36]3[CH:37]=[CH:38][C:39]([O:42][C:43]([F:45])([F:46])[F:44])=[CH:40][CH:41]=3)[CH:33]=[CH:34][CH:35]=1)=[CH:18]2. Reactant: C([O:4][CH:5]([C:30]1[C:31](=[O:47])[N:32]([C:36]2[CH:41]=[CH:40][C:39]([O:42][C:43]([F:46])([F:45])[F:44])=[CH:38][CH:37]=2)[CH:33]=[CH:34][CH:35]=1)[C:6]([NH:8][C:9]1[N:10]=[CH:11][C:12]2[C:17]([CH:18]=1)=[CH:16][CH:15]=[N:14][C:13]=2[N:19]1C(=O)C2C(=CC=CC=2)C1=O)=[O:7])(=O)C.CO. The catalyst class is: 328. (2) Reactant: [H-].[Na+].[Cl:3][C:4]1[N:9]=[C:8]([Cl:10])[CH:7]=[C:6](Cl)[N:5]=1.[OH:12][CH2:13][C:14]1[CH:15]=[CH:16][C:17]([O:22][C:23]2[CH:28]=[CH:27][CH:26]=[C:25]([C:29]([F:32])([F:31])[F:30])[CH:24]=2)=[C:18]([CH:21]=1)[C:19]#[N:20]. Product: [Cl:3][C:4]1[N:5]=[C:6]([O:12][CH2:13][C:14]2[CH:15]=[CH:16][C:17]([O:22][C:23]3[CH:28]=[CH:27][CH:26]=[C:25]([C:29]([F:30])([F:31])[F:32])[CH:24]=3)=[C:18]([CH:21]=2)[C:19]#[N:20])[CH:7]=[C:8]([Cl:10])[N:9]=1. The catalyst class is: 9. (3) Reactant: [F:1][C:2]1[CH:3]=[CH:4][C:5]([N+:11]([O-:13])=[O:12])=[C:6]([CH:10]=1)[C:7](O)=[O:8].B.CO. Product: [F:1][C:2]1[CH:3]=[CH:4][C:5]([N+:11]([O-:13])=[O:12])=[C:6]([CH2:7][OH:8])[CH:10]=1. The catalyst class is: 7. (4) Reactant: [C:1]1(=[O:11])[NH:5][C:4](=[O:6])[C@H:3]2[CH2:7][CH:8]=[CH:9][CH2:10][C@@H:2]12.C(=O)([O-])[O-].[K+].[K+].[CH2:18](Cl)[C:19]1[CH:24]=[CH:23][CH:22]=[CH:21][CH:20]=1. Product: [CH2:18]([N:5]1[C:1](=[O:11])[C@H:2]2[CH2:10][CH:9]=[CH:8][CH2:7][C@H:3]2[C:4]1=[O:6])[C:19]1[CH:24]=[CH:23][CH:22]=[CH:21][CH:20]=1. The catalyst class is: 42. (5) Reactant: C(OC([N:8]1[CH2:17][CH2:16][C:15]2[CH:14]=[C:13]3[O:18][CH2:19][O:20][C:12]3=[CH:11][C:10]=2[CH:9]1[CH2:21][C:22]1[CH:27]=[CH:26][C:25]([C:28]2[CH:29]=[N:30][CH:31]=[CH:32][C:33]=2[Cl:34])=[CH:24][CH:23]=1)=O)(C)(C)C.FC(F)(F)C(O)=O. Product: [ClH:34].[ClH:34].[Cl:34][C:33]1[CH:32]=[CH:31][N:30]=[CH:29][C:28]=1[C:25]1[CH:26]=[CH:27][C:22]([CH2:21][CH:9]2[C:10]3[CH:11]=[C:12]4[O:20][CH2:19][O:18][C:13]4=[CH:14][C:15]=3[CH2:16][CH2:17][NH:8]2)=[CH:23][CH:24]=1. The catalyst class is: 4. (6) Reactant: Br[CH2:2][C@H:3]1[CH2:8][CH2:7][C@H:6]([C:9]([F:12])([F:11])[F:10])[CH2:5][CH2:4]1.[CH3:13][N:14]1[C:22]2[N:21]=[CH:20][NH:19][C:18]=2[C:17](=[O:23])[NH:16][C:15]1=[O:24].C([O-])([O-])=O.[Na+].[Na+]. Product: [CH3:13][N:14]1[C:22]2[N:21]=[CH:20][N:19]([CH2:2][C@H:3]3[CH2:8][CH2:7][C@H:6]([C:9]([F:12])([F:11])[F:10])[CH2:5][CH2:4]3)[C:18]=2[C:17](=[O:23])[NH:16][C:15]1=[O:24]. The catalyst class is: 3. (7) Reactant: [F:1][C:2]1[C:7]2[N:8]=[CH:9][S:10][C:6]=2[CH:5]=[C:4]([C:11]([NH:13][O:14][CH2:15][CH2:16][O:17]C=C)=[O:12])[C:3]=1[NH:20][C:21]1[CH:26]=[CH:25][C:24]([Br:27])=[CH:23][C:22]=1[Cl:28].Cl.C([O-])(O)=O.[Na+]. Product: [F:1][C:2]1[C:7]2[N:8]=[CH:9][S:10][C:6]=2[CH:5]=[C:4]([C:11]([NH:13][O:14][CH2:15][CH2:16][OH:17])=[O:12])[C:3]=1[NH:20][C:21]1[CH:26]=[CH:25][C:24]([Br:27])=[CH:23][C:22]=1[Cl:28]. The catalyst class is: 2. (8) Reactant: O[CH2:2][C:3]([C:5]1[CH:10]=[CH:9][CH:8]=[CH:7][CH:6]=1)=[O:4].[CH2:11](Br)[CH:12]=[CH2:13].C(=O)([O-])[O-:16].[K+].[K+].[I-].[K+]. Product: [CH2:11]([O:16][C:10]1[CH:9]=[CH:8][CH:7]=[CH:6][C:5]=1[C:3](=[O:4])[CH3:2])[CH:12]=[CH2:13]. The catalyst class is: 21. (9) Product: [CH3:4][O:3][P:2]([CH2:1][C:15](=[O:16])[CH:14]([CH3:13])[CH2:19][C:20]#[C:21][CH3:22])(=[O:7])[O:5][CH3:6]. Reactant: [CH3:1][P:2](=[O:7])([O:5][CH3:6])[O:3][CH3:4].[Li]CCCC.[CH3:13][CH:14]([CH2:19][C:20]#[C:21][CH3:22])[C:15](OC)=[O:16]. The catalyst class is: 134. (10) The catalyst class is: 34. Product: [C:1]([C:5]1[S:9][C:8]([C:10]([NH:12][C@@H:13]([CH2:26][C:27]2[CH:32]=[CH:31][C:30]([C:33]3[N:38]=[CH:37][C:36]([C:39]4[CH:44]=[CH:43][C:42]([O:45][CH2:46][CH2:47][CH2:48][CH2:49][CH2:50][CH2:51][CH3:52])=[CH:41][CH:40]=4)=[CH:35][N:34]=3)=[CH:29][CH:28]=2)[C:14]([NH:16][C@@H:17]([C:19]([OH:21])=[O:20])[CH3:18])=[O:15])=[O:11])=[CH:7][CH:6]=1)([CH3:4])([CH3:3])[CH3:2]. Reactant: [C:1]([C:5]1[S:9][C:8]([C:10]([NH:12][C@@H:13]([CH2:26][C:27]2[CH:32]=[CH:31][C:30]([C:33]3[N:38]=[CH:37][C:36]([C:39]4[CH:44]=[CH:43][C:42]([O:45][CH2:46][CH2:47][CH2:48][CH2:49][CH2:50][CH2:51][CH3:52])=[CH:41][CH:40]=4)=[CH:35][N:34]=3)=[CH:29][CH:28]=2)[C:14]([NH:16][C@@H:17]([C:19]([O:21]C(C)(C)C)=[O:20])[CH3:18])=[O:15])=[O:11])=[CH:7][CH:6]=1)([CH3:4])([CH3:3])[CH3:2].C(O)(C(F)(F)F)=O.C1(C)C=CC=CC=1.CS(C)=O.